Dataset: Reaction yield outcomes from USPTO patents with 853,638 reactions. Task: Predict the reaction yield, written as a fraction of the theoretical maximum amount of product (1.0 means a 100% yield; for example, 0.34 means a 34% yield). The reactants are Cl[CH2:2][C:3]1[C:4]([CH3:18])=[N:5][C:6]([O:16][CH3:17])=[C:7]([C:9]2[CH:14]=[CH:13][CH:12]=[C:11]([Cl:15])[CH:10]=2)[CH:8]=1.[NH:19]1[CH:23]=[N:22][CH:21]=[N:20]1.C([O-])([O-])=O.[Cs+].[Cs+]. The catalyst is CC(C)=O. The product is [Cl:15][C:11]1[CH:10]=[C:9]([C:7]2[C:6]([O:16][CH3:17])=[N:5][C:4]([CH3:18])=[C:3]([CH2:2][N:19]3[CH:23]=[N:22][CH:21]=[N:20]3)[CH:8]=2)[CH:14]=[CH:13][CH:12]=1. The yield is 0.840.